This data is from Full USPTO retrosynthesis dataset with 1.9M reactions from patents (1976-2016). The task is: Predict the reactants needed to synthesize the given product. (1) Given the product [CH3:45][O:44][C@@H:23]([C@@H:19]1[CH2:20][CH2:21][CH2:22][NH:18]1)[C@@H:24]([CH3:43])[C:25]([NH:27][C@H:28]([C:36]([O:38][C:39]([CH3:42])([CH3:41])[CH3:40])=[O:37])[CH2:29][C:30]1[CH:31]=[CH:32][CH:33]=[CH:34][CH:35]=1)=[O:26], predict the reactants needed to synthesize it. The reactants are: C1C2C(COC([N:18]3[CH2:22][CH2:21][CH2:20][C@H:19]3[C@H:23]([O:44][CH3:45])[C@@H:24]([CH3:43])[C:25]([NH:27][C@H:28]([C:36]([O:38][C:39]([CH3:42])([CH3:41])[CH3:40])=[O:37])[CH2:29][C:30]3[CH:35]=[CH:34][CH:33]=[CH:32][CH:31]=3)=[O:26])=O)C3C(=CC=CC=3)C=2C=CC=1.C(NCC)C. (2) Given the product [CH3:14][C:15]1[C:7]([C:1]2[CH:2]=[CH:3][CH:4]=[CH:5][CH:6]=2)=[N:8][N:9]([C:35]2[S:39][C:38]([C:40]([O:42][CH2:43][CH3:44])=[O:41])=[CH:37][CH:36]=2)[C:10]=1[C:11]1[CH:12]=[CH:13][CH:31]=[CH:26][CH:27]=1, predict the reactants needed to synthesize it. The reactants are: [C:1]1([C:7]2[C:15]3[C:10](=[CH:11][CH:12]=[CH:13][CH:14]=3)[NH:9][N:8]=2)[CH:6]=[CH:5][CH:4]=[CH:3][CH:2]=1.P([O-])([O-])([O-])=O.[K+].[K+].[K+].CN(C)[C@H:26]1[CH2:31]CCC[C@@H:27]1N.Br[C:35]1[S:39][C:38]([C:40]([O:42][CH2:43][CH3:44])=[O:41])=[CH:37][CH:36]=1. (3) Given the product [NH2:8][C:7]1[N:9]([CH2:11][CH2:12][OH:13])[N:10]=[C:2]2[CH2:6][CH2:5][CH2:4][C:3]=12, predict the reactants needed to synthesize it. The reactants are: O=[C:2]1[CH2:6][CH2:5][CH2:4][CH:3]1[C:7]#[N:8].[NH:9]([CH2:11][CH2:12][OH:13])[NH2:10]. (4) The reactants are: [CH3:1][CH:2]1O[CH:5]([CH2:7][CH2:8][C:9](=O)[CH2:10][CH2:11][CH2:12][C:13]([O:15][CH2:16][CH3:17])=[O:14])[CH2:4][CH2:3]1.[H][H]. Given the product [C:13]([O:15][CH2:16][CH3:17])(=[O:14])[CH2:12][CH2:11][CH2:10][CH2:9][CH2:8][CH2:7][CH2:5][CH2:4][CH2:3][CH2:2][CH3:1], predict the reactants needed to synthesize it.